Predict the reactants needed to synthesize the given product. From a dataset of Full USPTO retrosynthesis dataset with 1.9M reactions from patents (1976-2016). Given the product [NH2:1][C:4]1[CH:5]=[C:6]([C:21]2[S:25][C:24]([C:26]([S:29]([NH2:32])(=[O:31])=[O:30])([CH3:28])[CH3:27])=[N:23][CH:22]=2)[CH:7]=[C:8]([NH:10][C:11]2[N:16]=[C:15]([C:17]([F:19])([F:18])[F:20])[CH:14]=[CH:13][N:12]=2)[CH:9]=1, predict the reactants needed to synthesize it. The reactants are: [N+:1]([C:4]1[CH:5]=[C:6]([C:21]2[S:25][C:24]([C:26]([S:29]([NH2:32])(=[O:31])=[O:30])([CH3:28])[CH3:27])=[N:23][CH:22]=2)[CH:7]=[C:8]([NH:10][C:11]2[N:16]=[C:15]([C:17]([F:20])([F:19])[F:18])[CH:14]=[CH:13][N:12]=2)[CH:9]=1)([O-])=O.